This data is from Full USPTO retrosynthesis dataset with 1.9M reactions from patents (1976-2016). The task is: Predict the reactants needed to synthesize the given product. (1) Given the product [C:1]([C:3]([C:6]1[CH:7]=[C:8]2[C:12](=[CH:13][CH:14]=1)[C@H:11]([NH:15][C:16]([NH:18][C:19]1[CH:27]=[CH:26][CH:25]=[C:24]3[C:20]=1[CH:21]=[N:22][NH:23]3)=[O:17])[CH2:10][CH2:9]2)([CH3:5])[CH3:4])#[N:2], predict the reactants needed to synthesize it. The reactants are: [C:1]([C:3]([C:6]1[CH:7]=[C:8]2[C:12](=[CH:13][CH:14]=1)[CH:11]([NH:15][C:16]([NH:18][C:19]1[CH:27]=[CH:26][CH:25]=[C:24]3[C:20]=1[CH:21]=[N:22][NH:23]3)=[O:17])[CH2:10][CH2:9]2)([CH3:5])[CH3:4])#[N:2]. (2) The reactants are: [Br:1][C:2]1[CH:3]=[C:4]2[C:8](=[CH:9][CH:10]=1)[NH:7][N:6]=[C:5]2[C:11]([OH:13])=[O:12].S(Cl)(Cl)=O.[CH3:18]O. Given the product [Br:1][C:2]1[CH:3]=[C:4]2[C:8](=[CH:9][CH:10]=1)[NH:7][N:6]=[C:5]2[C:11]([O:13][CH3:18])=[O:12], predict the reactants needed to synthesize it.